The task is: Predict the product of the given reaction.. This data is from Forward reaction prediction with 1.9M reactions from USPTO patents (1976-2016). (1) Given the reactants [NH2:1][C:2]1[C:9]([I:10])=[CH:8][C:5]([C:6]#[N:7])=[C:4]([Cl:11])[CH:3]=1.CO, predict the reaction product. The product is: [NH2:7][CH2:6][C:5]1[C:4]([Cl:11])=[CH:3][C:2]([NH2:1])=[C:9]([I:10])[CH:8]=1. (2) Given the reactants [CH3:1][O:2][C:3]([C:5]1[S:6][C:7]([C:11]#[C:12][C:13]([CH3:16])([CH3:15])[CH3:14])=[CH:8][C:9]=1I)=[O:4].[CH3:17][N:18]([C:20]1[CH:25]=[CH:24][CH:23]=[CH:22][N:21]=1)[NH2:19].C([O-])([O-])=O.[K+].[K+], predict the reaction product. The product is: [CH3:1][O:2][C:3]([C:5]1[S:6][C:7]([C:11]#[C:12][C:13]([CH3:16])([CH3:15])[CH3:14])=[CH:8][C:9]=1[NH:19][N:18]([CH3:17])[C:20]1[CH:25]=[CH:24][CH:23]=[CH:22][N:21]=1)=[O:4]. (3) Given the reactants [S:1]1[CH:5]=[C:4]([CH2:6][C:7]([OH:9])=[O:8])[N:3]=[CH:2]1.[CH2:10](I)[CH3:11], predict the reaction product. The product is: [S:1]1[CH:5]=[C:4]([CH:6]([CH2:10][CH3:11])[C:7]([OH:9])=[O:8])[N:3]=[CH:2]1. (4) Given the reactants C([Mg]Cl)CCC.C([Li])CCC.CCCCCC.Br[C:19]1[CH:20]=[C:21]2[C:25](=[CH:26][C:27]=1[F:28])[N:24]([CH3:29])[N:23]=[CH:22]2.CN([CH:33]=[O:34])C, predict the reaction product. The product is: [F:28][C:27]1[CH:26]=[C:25]2[C:21]([CH:22]=[N:23][N:24]2[CH3:29])=[CH:20][C:19]=1[CH:33]=[O:34]. (5) Given the reactants [Br:1][C:2]1[C:10]2[C:5](=[CH:6][CH:7]=[C:8]([C:11]([O:13][CH3:14])=[O:12])[CH:9]=2)[NH:4][N:3]=1.[H-].[Na+].[CH2:17](Br)[C:18]1[CH:23]=[CH:22][CH:21]=[CH:20][CH:19]=1, predict the reaction product. The product is: [CH2:17]([N:4]1[C:5]2[C:10](=[CH:9][C:8]([C:11]([O:13][CH3:14])=[O:12])=[CH:7][CH:6]=2)[C:2]([Br:1])=[N:3]1)[C:18]1[CH:23]=[CH:22][CH:21]=[CH:20][CH:19]=1. (6) Given the reactants [CH3:1][O:2][C:3]1[CH:11]=[CH:10][C:6]([C:7](Cl)=[O:8])=[CH:5][C:4]=1[N+:12]([O-:14])=[O:13].[NH2:15][C:16]1[CH:21]=[CH:20][CH:19]=[CH:18][N:17]=1.CCN(C(C)C)C(C)C, predict the reaction product. The product is: [CH3:1][O:2][C:3]1[CH:11]=[CH:10][C:6]([C:7]([NH:15][C:16]2[CH:21]=[CH:20][CH:19]=[CH:18][N:17]=2)=[O:8])=[CH:5][C:4]=1[N+:12]([O-:14])=[O:13]. (7) Given the reactants [CH2:1]([N:8]1[CH2:12][CH2:11][C:10](=[O:13])[CH2:9]1)[C:2]1[CH:7]=[CH:6][CH:5]=[CH:4][CH:3]=1.[CH3:14][Mg]Cl, predict the reaction product. The product is: [CH2:1]([N:8]1[CH2:12][CH2:11][C:10]([CH3:14])([OH:13])[CH2:9]1)[C:2]1[CH:3]=[CH:4][CH:5]=[CH:6][CH:7]=1. (8) Given the reactants [CH3:1][O:2][C:3]1[CH:12]=[CH:11][CH:10]=[CH:9][C:4]=1[O:5][CH2:6][CH2:7][NH2:8].[O:13]1[CH2:15][CH:14]1[CH2:16][O:17][C:18]1[C:30]2[C:29]3[C:24](=[CH:25][CH:26]=[CH:27][CH:28]=3)[NH:23][C:22]=2[CH:21]=[CH:20][CH:19]=1.O.Cl, predict the reaction product. The product is: [CH3:1][O:2][C:3]1[CH:12]=[CH:11][CH:10]=[CH:9][C:4]=1[O:5][CH2:6][CH2:7][NH:8][CH2:15][CH:14]([OH:13])[CH2:16][O:17][C:18]1[CH:19]=[CH:20][CH:21]=[C:22]2[NH:23][C:24]3[CH:25]=[CH:26][CH:27]=[CH:28][C:29]=3[C:30]=12. (9) Given the reactants [Cl:1][C:2]1[C:3]2[CH:10]=[CH:9][N:8]([C@H:11]3[CH2:16][CH2:15][C@H:14]([OH:17])[CH2:13][CH2:12]3)[C:4]=2[N:5]=[CH:6][N:7]=1.C1C(=O)N([I:25])C(=O)C1.O, predict the reaction product. The product is: [Cl:1][C:2]1[C:3]2[C:10]([I:25])=[CH:9][N:8]([C@H:11]3[CH2:16][CH2:15][C@H:14]([OH:17])[CH2:13][CH2:12]3)[C:4]=2[N:5]=[CH:6][N:7]=1.